Dataset: Forward reaction prediction with 1.9M reactions from USPTO patents (1976-2016). Task: Predict the product of the given reaction. Given the reactants [CH3:1][O:2][C:3]1[C:4]([NH2:9])=[N:5][CH:6]=[CH:7][CH:8]=1.[Cl:10]N1C(=O)CCC1=O, predict the reaction product. The product is: [CH3:1][O:2][C:3]1[C:4]([NH2:9])=[N:5][CH:6]=[C:7]([Cl:10])[CH:8]=1.